From a dataset of Forward reaction prediction with 1.9M reactions from USPTO patents (1976-2016). Predict the product of the given reaction. (1) Given the reactants Cl[C:2]1[CH:3]=[CH:4][C:5]2[C:6](=[O:20])[N:7]([CH3:19])[CH2:8][CH:9]([C:13]3[CH:18]=[CH:17][CH:16]=[CH:15][CH:14]=3)[O:10][C:11]=2[N:12]=1.[CH3:21][C:22]1[N:26]=[C:25]([C:27]2[CH:33]=[CH:32][C:30]([NH2:31])=[CH:29][CH:28]=2)[O:24][N:23]=1.C1(C2C=CC=CC=2)C=CC=CC=1P(C1CCCCC1)C1CCCCC1.C([O-])([O-])=O.[Cs+].[Cs+], predict the reaction product. The product is: [CH3:19][N:7]1[C:6](=[O:20])[C:5]2[CH:4]=[CH:3][C:2]([NH:31][C:30]3[CH:29]=[CH:28][C:27]([C:25]4[O:24][N:23]=[C:22]([CH3:21])[N:26]=4)=[CH:33][CH:32]=3)=[N:12][C:11]=2[O:10][CH:9]([C:13]2[CH:18]=[CH:17][CH:16]=[CH:15][CH:14]=2)[CH2:8]1. (2) Given the reactants ClC(Cl)(Cl)[C:3]([C:5]1[N:14]2[C:8]([CH2:9][N:10]([C:19]([C:21]3[CH:26]=[CH:25][C:24]([C:27]4[CH:32]=[CH:31][CH:30]=[CH:29][C:28]=4[CH3:33])=[C:23]([CH3:34])[CH:22]=3)=[O:20])[C:11]3[CH:18]=[CH:17][CH:16]=[CH:15][C:12]=3[CH2:13]2)=[CH:7][CH:6]=1)=[O:4].[CH3:37][C:38]1[CH:46]=[CH:45][C:41]([CH2:42][CH2:43][NH2:44])=[CH:40][CH:39]=1, predict the reaction product. The product is: [CH3:34][C:23]1[CH:22]=[C:21]([C:19]([N:10]2[C:11]3[CH:18]=[CH:17][CH:16]=[CH:15][C:12]=3[CH2:13][N:14]3[C:5]([C:3]([NH:44][CH2:43][CH2:42][C:41]4[CH:45]=[CH:46][C:38]([CH3:37])=[CH:39][CH:40]=4)=[O:4])=[CH:6][CH:7]=[C:8]3[CH2:9]2)=[O:20])[CH:26]=[CH:25][C:24]=1[C:27]1[CH:32]=[CH:31][CH:30]=[CH:29][C:28]=1[CH3:33]. (3) Given the reactants Cl.[CH3:2][C:3]([CH3:35])([CH2:33][CH3:34])[CH2:4][C:5]1[N:6]=[C:7]([CH:16]([O:31]C)[CH2:17][C:18]2[CH:23]=[CH:22][C:21]([C:24]3[CH:29]=[CH:28][C:27]([F:30])=[CH:26][N:25]=3)=[CH:20][CH:19]=2)[N:8](S(N(C)C)(=O)=O)[CH:9]=1, predict the reaction product. The product is: [CH3:2][C:3]([CH3:35])([CH2:33][CH3:34])[CH2:4][C:5]1[N:6]=[C:7]([CH:16]([OH:31])[CH2:17][C:18]2[CH:23]=[CH:22][C:21]([C:24]3[CH:29]=[CH:28][C:27]([F:30])=[CH:26][N:25]=3)=[CH:20][CH:19]=2)[NH:8][CH:9]=1. (4) Given the reactants [CH3:1][O:2][C:3]1[CH:4]=[C:5]2[C:10](=[CH:11][CH:12]=1)[CH:9]=[C:8]([CH2:13][CH2:14][CH2:15][C:16]1[O:20][N:19]=[C:18]([C:21]([OH:23])=O)[CH:17]=1)[CH:7]=[CH:6]2.Cl.[O:25]1[CH2:29][CH2:28][CH:27]([CH2:30][NH2:31])[CH2:26]1.C(N(CC)CC)C.ON1C2C=CC=CC=2N=N1.Cl.C(N=C=NCCCN(C)C)C, predict the reaction product. The product is: [O:25]1[CH2:29][CH2:28][CH:27]([CH2:30][NH:31][C:21]([C:18]2[CH:17]=[C:16]([CH2:15][CH2:14][CH2:13][C:8]3[CH:7]=[CH:6][C:5]4[C:10](=[CH:11][CH:12]=[C:3]([O:2][CH3:1])[CH:4]=4)[CH:9]=3)[O:20][N:19]=2)=[O:23])[CH2:26]1. (5) Given the reactants [N:1]([CH2:4][CH:5]1[CH2:9][C:8]2[CH:10]=[C:11]([O:18][CH3:19])[CH:12]=[C:13]([C:14]([CH3:17])([CH3:16])[CH3:15])[C:7]=2[O:6]1)=[N+]=[N-], predict the reaction product. The product is: [C:14]([C:13]1[C:7]2[O:6][CH:5]([CH2:4][NH2:1])[CH2:9][C:8]=2[CH:10]=[C:11]([O:18][CH3:19])[CH:12]=1)([CH3:17])([CH3:15])[CH3:16]. (6) Given the reactants [S:1]1[CH:5]=[CH:4][CH:3]=[C:2]1[CH2:6][NH:7][C:8]([C:10]1[CH:25]=[C:13]2[CH:14]=[C:15]([C:19]3[CH:24]=[CH:23][CH:22]=[CH:21][CH:20]=3)[CH:16]=[C:17](Cl)[N:12]2[N:11]=1)=[O:9].[NH:26]1[CH2:31][CH2:30][O:29][CH2:28][CH2:27]1, predict the reaction product. The product is: [S:1]1[CH:5]=[CH:4][CH:3]=[C:2]1[CH2:6][NH:7][C:8]([C:10]1[CH:25]=[C:13]2[CH:14]=[C:15]([C:19]3[CH:24]=[CH:23][CH:22]=[CH:21][CH:20]=3)[CH:16]=[C:17]([N:26]3[CH2:31][CH2:30][O:29][CH2:28][CH2:27]3)[N:12]2[N:11]=1)=[O:9]. (7) Given the reactants [C:1]([O:5][C:6]([N:8]1[CH2:13][CH2:12][CH:11]([OH:14])[CH2:10][CH2:9]1)=[O:7])([CH3:4])([CH3:3])[CH3:2].[H-].[Na+].Cl[C:18]1[C:23]([C:24](=[O:26])[CH3:25])=[C:22]([NH:27][C:28]2[CH:29]=[N:30][C:31]([S:34]([CH3:37])(=[O:36])=[O:35])=[CH:32][CH:33]=2)[N:21]=[CH:20][N:19]=1, predict the reaction product. The product is: [C:1]([O:5][C:6]([N:8]1[CH2:13][CH2:12][CH:11]([O:14][C:18]2[C:23]([C:24](=[O:26])[CH3:25])=[C:22]([NH:27][C:28]3[CH:29]=[N:30][C:31]([S:34]([CH3:37])(=[O:35])=[O:36])=[CH:32][CH:33]=3)[N:21]=[CH:20][N:19]=2)[CH2:10][CH2:9]1)=[O:7])([CH3:4])([CH3:2])[CH3:3].